Dataset: Forward reaction prediction with 1.9M reactions from USPTO patents (1976-2016). Task: Predict the product of the given reaction. (1) Given the reactants [N:1]1[CH:6]=[CH:5][CH:4]=[C:3]([NH:7][C:8](=[O:15])OCC(Cl)(Cl)Cl)[N:2]=1.Cl.Cl.[C:18]1([C:24]2[N:29]=[C:28]([N:30]3[CH2:35][CH2:34][NH:33][CH2:32][CH2:31]3)[CH:27]=[CH:26][CH:25]=2)[CH:23]=[CH:22][CH:21]=[CH:20][CH:19]=1, predict the reaction product. The product is: [C:18]1([C:24]2[N:29]=[C:28]([N:30]3[CH2:35][CH2:34][N:33]([C:8]([NH:7][C:3]4[N:2]=[N:1][CH:6]=[CH:5][CH:4]=4)=[O:15])[CH2:32][CH2:31]3)[CH:27]=[CH:26][CH:25]=2)[CH:19]=[CH:20][CH:21]=[CH:22][CH:23]=1. (2) Given the reactants [F:1][C:2]1[CH:32]=[C:31](I)[CH:30]=[CH:29][C:3]=1[CH2:4][N:5]1[C:13]2[C:8](=[CH:9][CH:10]=[CH:11][CH:12]=2)[C:7]([C:14]2[N:19]=[C:18]([NH:20][C:21]3[CH:26]=[CH:25][N:24]=[CH:23][CH:22]=3)[C:17]([O:27][CH3:28])=[CH:16][N:15]=2)=[N:6]1.C1(P(C2C=CC=CC=2)C2C=CC=CC=2)C=CC=CC=1.[C:53]([Si:55]([CH3:58])([CH3:57])[CH3:56])#[CH:54], predict the reaction product. The product is: [F:1][C:2]1[CH:32]=[C:31]([C:54]#[C:53][Si:55]([CH3:58])([CH3:57])[CH3:56])[CH:30]=[CH:29][C:3]=1[CH2:4][N:5]1[C:13]2[C:8](=[CH:9][CH:10]=[CH:11][CH:12]=2)[C:7]([C:14]2[N:19]=[C:18]([NH:20][C:21]3[CH:26]=[CH:25][N:24]=[CH:23][CH:22]=3)[C:17]([O:27][CH3:28])=[CH:16][N:15]=2)=[N:6]1.